Dataset: Forward reaction prediction with 1.9M reactions from USPTO patents (1976-2016). Task: Predict the product of the given reaction. (1) Given the reactants [Br:1][C:2]1[CH:12]=[N:11][C:5]2[C:6](=O)[NH:7][N:8]=[CH:9][C:4]=2[CH:3]=1.P(Cl)(Cl)(Cl)=O.[NH:18]1[CH2:23][CH2:22][O:21][CH2:20][CH2:19]1, predict the reaction product. The product is: [Br:1][C:2]1[CH:12]=[N:11][C:5]2=[C:6]([N:18]3[CH2:23][CH2:22][O:21][CH2:20][CH2:19]3)[N:7]=[N:8][CH:9]=[C:4]2[CH:3]=1. (2) Given the reactants [I:1][C:2]1[CH:3]=[C:4]2[C:8](=[CH:9][CH:10]=1)[NH:7][N:6]=[CH:5]2.[H-].[Na+].Cl[CH2:14][O:15][CH2:16][CH2:17][Si:18]([CH3:21])([CH3:20])[CH3:19], predict the reaction product. The product is: [I:1][C:2]1[CH:3]=[C:4]2[C:8](=[CH:9][CH:10]=1)[N:7]([CH2:14][O:15][CH2:16][CH2:17][Si:18]([CH3:21])([CH3:20])[CH3:19])[N:6]=[CH:5]2. (3) Given the reactants [CH3:1][C:2]1[CH:3]=[CH:4][CH:5]=[C:6]2[C:11]=1[N:10]=[CH:9][CH:8]=[CH:7]2.C1C(=O)N([Br:19])C(=O)C1, predict the reaction product. The product is: [Br:19][CH2:1][C:2]1[CH:3]=[CH:4][CH:5]=[C:6]2[C:11]=1[N:10]=[CH:9][CH:8]=[CH:7]2.